This data is from Forward reaction prediction with 1.9M reactions from USPTO patents (1976-2016). The task is: Predict the product of the given reaction. (1) Given the reactants Cl[C:2]1[C:11]2[C:6](=[CH:7][C:8]([F:12])=[CH:9][CH:10]=2)[N:5]=[C:4]([C:13]2[CH:18]=[C:17]([N+:19]([O-:21])=[O:20])[CH:16]=[CH:15][C:14]=2[F:22])[C:3]=1[CH3:23].[O:24]1[CH2:29][CH2:28][N:27]([C:30]2[CH:31]=[C:32]([NH2:36])[CH:33]=[N:34][CH:35]=2)[CH2:26][CH2:25]1, predict the reaction product. The product is: [F:12][C:8]1[CH:7]=[C:6]2[C:11]([C:2]([NH:36][C:32]3[CH:33]=[N:34][CH:35]=[C:30]([N:27]4[CH2:28][CH2:29][O:24][CH2:25][CH2:26]4)[CH:31]=3)=[C:3]([CH3:23])[C:4]([C:13]3[CH:18]=[C:17]([N+:19]([O-:21])=[O:20])[CH:16]=[CH:15][C:14]=3[F:22])=[N:5]2)=[CH:10][CH:9]=1. (2) Given the reactants [Cl-].[CH2:2]([CH:9]1[C:18]2[C:13](=[CH:14][CH:15]=[C:16]([O:19][CH2:20][CH2:21][NH3+:22])[CH:17]=2)[O:12][CH2:11][CH:10]1[NH:23][C:24]([O:26][CH2:27][CH3:28])=[O:25])[C:3]1[CH:8]=[CH:7][CH:6]=[CH:5][CH:4]=1.CC1C=CN=C(N)C=1C.[CH3:38][N:39]1[CH:43]=[C:42]([S:44](Cl)(=[O:46])=[O:45])[CH:41]=[N:40]1, predict the reaction product. The product is: [CH2:2]([CH:9]1[C:18]2[C:13](=[CH:14][CH:15]=[C:16]([O:19][CH2:20][CH2:21][NH:22][S:44]([C:42]3[CH:41]=[N:40][N:39]([CH3:38])[CH:43]=3)(=[O:46])=[O:45])[CH:17]=2)[O:12][CH2:11][CH:10]1[NH:23][C:24](=[O:25])[O:26][CH2:27][CH3:28])[C:3]1[CH:8]=[CH:7][CH:6]=[CH:5][CH:4]=1. (3) Given the reactants [CH3:1][O:2][CH2:3][CH2:4][O:5][C:6]1[CH:14]=[CH:13][C:9]([C:10](O)=[O:11])=[CH:8][N:7]=1.B, predict the reaction product. The product is: [CH3:1][O:2][CH2:3][CH2:4][O:5][C:6]1[N:7]=[CH:8][C:9]([CH2:10][OH:11])=[CH:13][CH:14]=1. (4) Given the reactants Cl[C:2]1[CH:7]=[CH:6][C:5]([S:8](Cl)(=[O:10])=[O:9])=[CH:4][CH:3]=1.[NH2:12][C:13]1[CH:14]=[C:15]([CH2:27][C@H:28]([N:31]([CH2:43][C:44]2[CH:49]=[CH:48][CH:47]=[CH:46][CH:45]=2)[CH2:32][C@H:33]([OH:42])[CH2:34][O:35][C:36]2[CH:41]=[CH:40][CH:39]=[CH:38][CH:37]=2)[CH2:29][OH:30])[CH:16]=[CH:17][C:18]=1[O:19][CH2:20][C:21]1[CH:26]=[CH:25][CH:24]=[CH:23][CH:22]=1.N1C=CC=CC=1.C(=O)(O)[O-].[Na+], predict the reaction product. The product is: [CH2:20]([O:19][C:18]1[CH:17]=[CH:16][C:15]([CH2:27][C@H:28]([N:31]([CH2:32][C@H:33]([OH:42])[CH2:34][O:35][C:36]2[CH:41]=[CH:40][CH:39]=[CH:38][CH:37]=2)[CH2:43][C:44]2[CH:45]=[CH:46][CH:47]=[CH:48][CH:49]=2)[CH2:29][OH:30])=[CH:14][C:13]=1[NH:12][S:8]([C:5]1[CH:6]=[CH:7][CH:2]=[CH:3][CH:4]=1)(=[O:10])=[O:9])[C:21]1[CH:22]=[CH:23][CH:24]=[CH:25][CH:26]=1.